Predict the reaction yield, written as a fraction of the theoretical maximum amount of product (1.0 means a 100% yield; for example, 0.34 means a 34% yield). From a dataset of Reaction yield outcomes from USPTO patents with 853,638 reactions. The reactants are [CH2:1]([CH2:7][C@@H:8]([SH:12])[CH2:9][CH2:10][SH:11])[CH2:2][CH2:3][C:4]([OH:6])=[O:5].C1C(=O)N(OC(ON2C(=O)CCC2=O)=O)C(=O)C1.C(N(CC)CC)C. The catalyst is C(#N)C. The product is [CH2:1]([CH2:7][CH:8]([SH:12])[CH2:9][CH2:10][SH:11])[CH2:2][CH2:3][C:4]([OH:6])=[O:5]. The yield is 0.820.